Dataset: Reaction yield outcomes from USPTO patents with 853,638 reactions. Task: Predict the reaction yield, written as a fraction of the theoretical maximum amount of product (1.0 means a 100% yield; for example, 0.34 means a 34% yield). (1) The reactants are [OH-].[Li+].[CH3:3][C:4]([O:7][C@H:8]([CH3:37])[C@@H:9]([C:33]([O:35]C)=[O:34])[NH:10][C:11]([C:13]1[CH:18]=[CH:17][C:16]([F:19])=[CH:15][C:14]=1[NH:20][C:21]([NH:23][C:24]1[C:29]([CH3:30])=[CH:28][C:27]([CH3:31])=[CH:26][C:25]=1[CH3:32])=[O:22])=[O:12])([CH3:6])[CH3:5].CO.O. The catalyst is C1COCC1.CCCCCC.C(OCC)(=O)C. The product is [CH3:6][C:4]([O:7][C@H:8]([CH3:37])[C@@H:9]([C:33]([OH:35])=[O:34])[NH:10][C:11]([C:13]1[CH:18]=[CH:17][C:16]([F:19])=[CH:15][C:14]=1[NH:20][C:21]([NH:23][C:24]1[C:25]([CH3:32])=[CH:26][C:27]([CH3:31])=[CH:28][C:29]=1[CH3:30])=[O:22])=[O:12])([CH3:3])[CH3:5]. The yield is 0.400. (2) The reactants are [C:9](O[C:9]([O:11][C:12]([CH3:15])([CH3:14])[CH3:13])=[O:10])([O:11][C:12]([CH3:15])([CH3:14])[CH3:13])=[O:10].[Br:16][C:17]1[CH:18]=[C:19]2[NH:25][C:24](=[O:26])[NH:23][C:20]2=[N:21][CH:22]=1. The catalyst is CN(C1C=CN=CC=1)C.C1COCC1. The product is [C:12]([O:11][C:9]([N:25]1[C:19]2[C:20](=[N:21][CH:22]=[C:17]([Br:16])[CH:18]=2)[N:23]([C:9]([O:11][C:12]([CH3:13])([CH3:14])[CH3:15])=[O:10])[C:24]1=[O:26])=[O:10])([CH3:15])([CH3:14])[CH3:13]. The yield is 0.370.